Task: Predict the reaction yield, written as a fraction of the theoretical maximum amount of product (1.0 means a 100% yield; for example, 0.34 means a 34% yield).. Dataset: Reaction yield outcomes from USPTO patents with 853,638 reactions The reactants are C[O:2][C:3]([C:5]1[CH:10]=[CH:9][CH:8]=[C:7]([N+:11]([O-])=O)[C:6]=1[CH:14](C(OC)=O)[C:15]([O:17]C)=O)=[O:4]. The catalyst is Cl. The product is [C:3]([C:5]1[CH:10]=[CH:9][CH:8]=[C:7]2[C:6]=1[CH2:14][C:15](=[O:17])[NH:11]2)([OH:2])=[O:4]. The yield is 0.370.